This data is from Catalyst prediction with 721,799 reactions and 888 catalyst types from USPTO. The task is: Predict which catalyst facilitates the given reaction. (1) Reactant: [CH3:1][O:2][C:3]1[CH:8]=[CH:7][C:6]([C:9](=[O:13])[CH2:10][C:11]#[N:12])=[CH:5][CH:4]=1.[NH2:14][C:15]1[CH:20]=[CH:19][CH:18]=[CH:17][CH:16]=1. Product: [CH3:1][O:2][C:3]1[CH:4]=[CH:5][C:6]([C:9](=[O:13])[CH2:10][C:11](=[NH:12])[NH:14][C:15]2[CH:20]=[CH:19][CH:18]=[CH:17][CH:16]=2)=[CH:7][CH:8]=1. The catalyst class is: 8. (2) Reactant: [Cl:1][C:2]1[CH:7]=[C:6]([N:8]2[CH2:13][CH2:12][O:11][CH2:10][CH2:9]2)[N:5]=[C:4]([CH2:14][CH2:15][CH2:16][C:17](OCC)=[O:18])[N:3]=1.[H-].C([Al+]CC(C)C)C(C)C. Product: [Cl:1][C:2]1[CH:7]=[C:6]([N:8]2[CH2:13][CH2:12][O:11][CH2:10][CH2:9]2)[N:5]=[C:4]([CH2:14][CH2:15][CH2:16][CH2:17][OH:18])[N:3]=1. The catalyst class is: 1. (3) Product: [CH2:30]([O:31][C:32](=[O:33])[CH2:34][N:16]1[CH2:17][C@@H:18]([C:19]2[CH:20]=[CH:21][C:22]([C:23]#[N:24])=[CH:25][CH:26]=2)[C@:12]2([N:11]([CH3:27])[C:10](=[O:28])[N:9]([C:4]3[CH:5]=[C:6]([Cl:8])[CH:7]=[C:2]([Cl:1])[CH:3]=3)[C:13]2=[O:14])[CH2:15]1)[CH3:29]. Reactant: [Cl:1][C:2]1[CH:3]=[C:4]([N:9]2[C:13](=[O:14])[C@@:12]3([C@H:18]([C:19]4[CH:26]=[CH:25][C:22]([C:23]#[N:24])=[CH:21][CH:20]=4)[CH2:17][NH:16][CH2:15]3)[N:11]([CH3:27])[C:10]2=[O:28])[CH:5]=[C:6]([Cl:8])[CH:7]=1.[CH3:29][CH2:30][O:31][C:32]([CH2:34]Br)=[O:33].C([O-])([O-])=O.[K+].[K+]. The catalyst class is: 11. (4) Reactant: [NH2:1][C:2]1[C:3]([F:12])=[C:4]([CH:9]=[CH:10][CH:11]=1)[C:5]([O:7][CH3:8])=[O:6].N1C=CC=CC=1.[CH2:19]([N:21]([CH3:26])[S:22](Cl)(=[O:24])=[O:23])[CH3:20]. Product: [CH2:19]([N:21]([CH3:26])[S:22]([NH:1][C:2]1[C:3]([F:12])=[C:4]([CH:9]=[CH:10][CH:11]=1)[C:5]([O:7][CH3:8])=[O:6])(=[O:24])=[O:23])[CH3:20]. The catalyst class is: 850. (5) Reactant: [CH2:1]([C:3]1[CH:8]=[C:7]([C:9]2[CH:10]=[N:11][C:12](SC)=[N:13][CH:14]=2)[CH:6]=[CH:5][C:4]=1[N:17]([CH3:28])[C:18]1[N:23]=[CH:22][C:21]2[N:24]=[CH:25][N:26]([CH3:27])[C:20]=2[CH:19]=1)[CH3:2].O[O:30][S:31]([O-:33])=O.[K+].[CH2:35](Cl)Cl. Product: [CH2:1]([C:3]1[CH:8]=[C:7]([C:9]2[CH:10]=[N:11][C:12]([S:31]([CH3:35])(=[O:33])=[O:30])=[N:13][CH:14]=2)[CH:6]=[CH:5][C:4]=1[N:17]([CH3:28])[C:18]1[N:23]=[CH:22][C:21]2[N:24]=[CH:25][N:26]([CH3:27])[C:20]=2[CH:19]=1)[CH3:2]. The catalyst class is: 20. (6) Reactant: [C:1]([O:5][C:6]([N:8]1[CH2:13][CH2:12][CH:11](C(O)=O)[CH:10]([OH:17])[CH2:9]1)=[O:7])([CH3:4])([CH3:3])[CH3:2].C([N:20]([CH2:23]C)CC)C.C1(P(N=[N+]=[N-])(C2C=CC=CC=2)=[O:32])C=CC=CC=1. Product: [O:32]=[C:23]1[NH:20][C@H:11]2[C@H:10]([CH2:9][N:8]([C:6]([O:5][C:1]([CH3:2])([CH3:3])[CH3:4])=[O:7])[CH2:13][CH2:12]2)[O:17]1. The catalyst class is: 11. (7) Product: [Br:1][C:2]1[CH:3]=[CH:4][C:5]([F:18])=[C:6]2[C:10]=1[NH:9][C:8]([C:11]([O:13][CH2:30][CH3:31])=[O:12])=[C:7]2[CH2:14][CH2:15][CH2:16][O:17][C:19]1[C:28]2[C:23](=[CH:24][CH:25]=[CH:26][CH:27]=2)[CH:22]=[CH:21][CH:20]=1. The catalyst class is: 7. Reactant: [Br:1][C:2]1[CH:3]=[CH:4][C:5]([F:18])=[C:6]2[C:10]=1[NH:9][C:8]([C:11]([O-:13])=[O:12])=[C:7]2[CH2:14][CH2:15][CH2:16][OH:17].[C:19]1(O)[C:28]2[C:23](=[CH:24][CH:25]=[CH:26][CH:27]=2)[CH:22]=[CH:21][CH:20]=1.[C:30]1(P(C2C=CC=CC=2)C2C=CC=CC=2)C=CC=C[CH:31]=1.N(C(OC(C)(C)C)=O)=NC(OC(C)(C)C)=O.